This data is from NCI-60 drug combinations with 297,098 pairs across 59 cell lines. The task is: Regression. Given two drug SMILES strings and cell line genomic features, predict the synergy score measuring deviation from expected non-interaction effect. (1) Drug 1: C1=NC2=C(N=C(N=C2N1C3C(C(C(O3)CO)O)F)Cl)N. Drug 2: C1CN(CCN1C(=O)CCBr)C(=O)CCBr. Cell line: TK-10. Synergy scores: CSS=3.86, Synergy_ZIP=-2.58, Synergy_Bliss=1.15, Synergy_Loewe=-0.996, Synergy_HSA=-0.194. (2) Drug 1: CC(C)(C#N)C1=CC(=CC(=C1)CN2C=NC=N2)C(C)(C)C#N. Drug 2: CN(CC1=CN=C2C(=N1)C(=NC(=N2)N)N)C3=CC=C(C=C3)C(=O)NC(CCC(=O)O)C(=O)O. Cell line: TK-10. Synergy scores: CSS=7.71, Synergy_ZIP=-0.664, Synergy_Bliss=-0.198, Synergy_Loewe=-26.1, Synergy_HSA=-0.302. (3) Drug 1: CC1OCC2C(O1)C(C(C(O2)OC3C4COC(=O)C4C(C5=CC6=C(C=C35)OCO6)C7=CC(=C(C(=C7)OC)O)OC)O)O. Drug 2: CC(C)CN1C=NC2=C1C3=CC=CC=C3N=C2N. Cell line: HT29. Synergy scores: CSS=15.4, Synergy_ZIP=-5.05, Synergy_Bliss=-1.58, Synergy_Loewe=-6.47, Synergy_HSA=-3.72. (4) Drug 1: CCN(CC)CCCC(C)NC1=C2C=C(C=CC2=NC3=C1C=CC(=C3)Cl)OC. Drug 2: CC12CCC3C(C1CCC2OP(=O)(O)O)CCC4=C3C=CC(=C4)OC(=O)N(CCCl)CCCl.[Na+]. Cell line: PC-3. Synergy scores: CSS=16.2, Synergy_ZIP=-6.86, Synergy_Bliss=-13.1, Synergy_Loewe=-24.2, Synergy_HSA=-12.9. (5) Drug 1: CCCS(=O)(=O)NC1=C(C(=C(C=C1)F)C(=O)C2=CNC3=C2C=C(C=N3)C4=CC=C(C=C4)Cl)F. Drug 2: C1C(C(OC1N2C=NC3=C2NC=NCC3O)CO)O. Cell line: HCT-15. Synergy scores: CSS=-0.0190, Synergy_ZIP=1.89, Synergy_Bliss=0.790, Synergy_Loewe=-1.62, Synergy_HSA=-1.89. (6) Drug 1: CCC1=C2CN3C(=CC4=C(C3=O)COC(=O)C4(CC)O)C2=NC5=C1C=C(C=C5)O. Drug 2: C1CCC(C(C1)N)N.C(=O)(C(=O)[O-])[O-].[Pt+4]. Synergy scores: CSS=61.6, Synergy_ZIP=0.147, Synergy_Bliss=-0.714, Synergy_Loewe=-11.7, Synergy_HSA=5.30. Cell line: K-562. (7) Drug 1: C1=CC(=C2C(=C1NCCNCCO)C(=O)C3=C(C=CC(=C3C2=O)O)O)NCCNCCO. Drug 2: C1CCC(C(C1)N)N.C(=O)(C(=O)[O-])[O-].[Pt+4]. Cell line: CAKI-1. Synergy scores: CSS=54.6, Synergy_ZIP=-1.74, Synergy_Bliss=-0.435, Synergy_Loewe=-10.2, Synergy_HSA=6.47.